This data is from Reaction yield outcomes from USPTO patents with 853,638 reactions. The task is: Predict the reaction yield, written as a fraction of the theoretical maximum amount of product (1.0 means a 100% yield; for example, 0.34 means a 34% yield). The reactants are [CH3:1][C:2]1[CH:3]=[C:4]([CH:7]=[CH:8][CH:9]=1)[CH2:5][NH2:6].O=[C:11]1[CH2:16][CH2:15][N:14]([CH:17]([CH3:31])[CH2:18][CH2:19][NH:20][C:21]([C:23]2[C:24]([CH3:30])=[N:25][CH:26]=[N:27][C:28]=2[CH3:29])=[O:22])[CH2:13][CH2:12]1. No catalyst specified. The product is [CH3:1][C:2]1[CH:3]=[C:4]([CH:7]=[CH:8][CH:9]=1)[CH2:5][NH:6][CH:11]1[CH2:12][CH2:13][N:14]([CH:17]([CH3:31])[CH2:18][CH2:19][NH:20][C:21]([C:23]2[C:24]([CH3:30])=[N:25][CH:26]=[N:27][C:28]=2[CH3:29])=[O:22])[CH2:15][CH2:16]1. The yield is 0.720.